From a dataset of Full USPTO retrosynthesis dataset with 1.9M reactions from patents (1976-2016). Predict the reactants needed to synthesize the given product. (1) Given the product [C:21]([C:28]1[CH:29]=[C:6]([NH2:16])[C:5]([O:4][CH3:2])=[CH:14][N:10]=1)([CH3:26])([CH3:22])[CH3:20], predict the reactants needed to synthesize it. The reactants are: Cl[C:2]([O:4][CH2:5][CH3:6])=O.C([N:10]([CH2:14]C)C(C)C)(C)C.[N-:16]=[N+]=[N-].[Na+].[CH2:20](O)[C:21]1[CH:26]=CC=C[CH:22]=1.[CH2:28](O)[CH3:29].O. (2) Given the product [F:5][C:6]1[CH:15]=[C:14]([NH:16][C:17]([C:19]2[CH:24]=[CH:23][CH:22]=[CH:21][N:20]=2)=[O:18])[C:13]([N+:1]([O-:4])=[O:2])=[CH:12][C:7]=1[C:8]([O:10][CH3:11])=[O:9], predict the reactants needed to synthesize it. The reactants are: [N+:1]([O-:4])(O)=[O:2].[F:5][C:6]1[CH:15]=[C:14]([NH:16][C:17]([C:19]2[CH:24]=[CH:23][CH:22]=[CH:21][N:20]=2)=[O:18])[CH:13]=[CH:12][C:7]=1[C:8]([O:10][CH3:11])=[O:9]. (3) Given the product [CH3:46][O:45][C:38]1[C:39]([O:43][CH3:44])=[CH:40][CH:41]=[CH:42][C:37]=1[CH2:36][O:34][C@@H:10]1[CH2:9][NH:8][CH2:12][C@H:11]1[CH2:13][N:14]([CH:31]([CH3:33])[CH3:32])[C:15](=[O:30])[C:16]1[CH:21]=[CH:20][C:19]([O:22][CH3:23])=[C:18]([O:24][CH2:25][CH2:26][CH2:27][O:28][CH3:29])[CH:17]=1, predict the reactants needed to synthesize it. The reactants are: C(OC([N:8]1[CH2:12][C@@H:11]([CH2:13][N:14]([CH:31]([CH3:33])[CH3:32])[C:15](=[O:30])[C:16]2[CH:21]=[CH:20][C:19]([O:22][CH3:23])=[C:18]([O:24][CH2:25][CH2:26][CH2:27][O:28][CH3:29])[CH:17]=2)[C@H:10]([OH:34])[CH2:9]1)=O)(C)(C)C.Cl[CH2:36][C:37]1[CH:42]=[CH:41][CH:40]=[C:39]([O:43][CH3:44])[C:38]=1[O:45][CH3:46].CC#N.O.CC#N.